Dataset: Reaction yield outcomes from USPTO patents with 853,638 reactions. Task: Predict the reaction yield, written as a fraction of the theoretical maximum amount of product (1.0 means a 100% yield; for example, 0.34 means a 34% yield). The reactants are [NH:1]1[CH2:4][CH2:3][CH2:2]1.C(N(CC)CC)C.Cl[C:13]([O:15][C:16]1[CH:21]=[CH:20][CH:19]=[CH:18][CH:17]=1)=[O:14]. The catalyst is C(Cl)Cl.O. The product is [N:1]1([C:13]([O:15][C:16]2[CH:21]=[CH:20][CH:19]=[CH:18][CH:17]=2)=[O:14])[CH2:4][CH2:3][CH2:2]1. The yield is 0.720.